Dataset: Full USPTO retrosynthesis dataset with 1.9M reactions from patents (1976-2016). Task: Predict the reactants needed to synthesize the given product. Given the product [CH3:2][N:3]1[CH2:8][CH2:7][CH:6]([C:9]([O:11][CH:33]([C:29]2[CH:30]=[CH:31][CH:32]=[C:27]([F:26])[CH:28]=2)[C:35]2[CH:40]=[CH:39][CH:38]=[C:37]([F:41])[CH:36]=2)=[O:10])[CH2:5][CH2:4]1, predict the reactants needed to synthesize it. The reactants are: Cl.[CH3:2][N:3]1[CH2:8][CH2:7][CH:6]([C:9]([OH:11])=[O:10])[CH2:5][CH2:4]1.C(Cl)CCl.C1C=CC2N(O)N=NC=2C=1.[F:26][C:27]1[CH:28]=[C:29]([CH:33]([C:35]2[CH:40]=[CH:39][CH:38]=[C:37]([F:41])[CH:36]=2)O)[CH:30]=[CH:31][CH:32]=1.C(N(CC)CC)C.